From a dataset of Full USPTO retrosynthesis dataset with 1.9M reactions from patents (1976-2016). Predict the reactants needed to synthesize the given product. The reactants are: [NH:1]1[CH:5]=[CH:4][CH:3]=[N:2]1.[O-]CC.[Na+].[CH2:10]([O:12][C:13](=[O:16])[CH2:14]Br)[CH3:11]. Given the product [CH2:10]([O:12][C:13](=[O:16])[CH2:14][N:1]1[CH:5]=[CH:4][CH:3]=[N:2]1)[CH3:11], predict the reactants needed to synthesize it.